Predict which catalyst facilitates the given reaction. From a dataset of Catalyst prediction with 721,799 reactions and 888 catalyst types from USPTO. (1) Reactant: [NH2:1][CH:2]1[CH2:6][CH2:5][C:4](=[O:7])[C:3]1([CH3:9])[CH3:8].C(NC(C)C)(C)C.[CH3:17][C:18]([O:21][C:22](O[C:22]([O:21][C:18]([CH3:20])([CH3:19])[CH3:17])=[O:23])=[O:23])([CH3:20])[CH3:19]. Product: [CH3:8][C:3]1([CH3:9])[C:4](=[O:7])[CH2:5][CH2:6][CH:2]1[NH:1][C:22](=[O:23])[O:21][C:18]([CH3:20])([CH3:19])[CH3:17]. The catalyst class is: 23. (2) Reactant: [CH2:1]([N:4]1[C:12]2[CH:11]=[CH:10][C:9]([NH:13][CH3:14])=[CH:8][C:7]=2[CH:6]2[CH2:15][N:16]([C:19]([O:21][C:22]([CH3:25])([CH3:24])[CH3:23])=[O:20])[CH2:17][CH2:18][CH:5]12)[CH:2]=[CH2:3].[C:26]1([S:32](Cl)(=[O:34])=[O:33])[CH:31]=[CH:30][CH:29]=[CH:28][CH:27]=1.C(N(CC)CC)C. Product: [CH2:1]([N:4]1[C:12]2[CH:11]=[CH:10][C:9]([N:13]([CH3:14])[S:32]([C:26]3[CH:31]=[CH:30][CH:29]=[CH:28][CH:27]=3)(=[O:34])=[O:33])=[CH:8][C:7]=2[CH:6]2[CH2:15][N:16]([C:19]([O:21][C:22]([CH3:25])([CH3:24])[CH3:23])=[O:20])[CH2:17][CH2:18][CH:5]12)[CH:2]=[CH2:3]. The catalyst class is: 4. (3) Reactant: [CH2:1]([O:3][C:4](=[O:22])[CH:5]=[CH:6][C@@H:7]1[CH2:12][CH2:11][C:10]([F:14])([F:13])[CH2:9][N:8]1[C:15]([O:17][C:18]([CH3:21])([CH3:20])[CH3:19])=[O:16])[CH3:2]. Product: [CH2:1]([O:3][C:4](=[O:22])[CH2:5][CH2:6][C@@H:7]1[CH2:12][CH2:11][C:10]([F:14])([F:13])[CH2:9][N:8]1[C:15]([O:17][C:18]([CH3:21])([CH3:20])[CH3:19])=[O:16])[CH3:2]. The catalyst class is: 43. (4) Reactant: Cl.[NH:2]1[CH2:5][CH:4]([C:6]([OH:8])=[O:7])[CH2:3]1.Cl.Cl[C:11]1[N:16]=[CH:15][N:14]=[C:13]([N:17]2[C:21](=[O:22])[C:20]([N:23]3[CH:27]=[CH:26][N:25]=[N:24]3)=[CH:19][NH:18]2)[CH:12]=1.[OH-].[Na+]. Product: [O:22]=[C:21]1[N:17]([C:13]2[N:14]=[CH:15][N:16]=[C:11]([N:2]3[CH2:5][CH:4]([C:6]([OH:8])=[O:7])[CH2:3]3)[CH:12]=2)[NH:18][CH:19]=[C:20]1[N:23]1[CH:27]=[CH:26][N:25]=[N:24]1. The catalyst class is: 6. (5) Reactant: [F:1][C:2]([F:14])([F:13])[O:3][C:4]1[CH:9]=[CH:8][C:7]([N:10]=[C:11]=[O:12])=[CH:6][CH:5]=1.[NH2:15][CH:16]1[CH2:21][CH2:20][N:19]([C:22](=[O:27])[CH:23]([CH3:26])[CH2:24][CH3:25])[CH2:18][CH2:17]1. Product: [CH3:26][CH:23]([CH2:24][CH3:25])[C:22]([N:19]1[CH2:18][CH2:17][CH:16]([NH:15][C:11]([NH:10][C:7]2[CH:6]=[CH:5][C:4]([O:3][C:2]([F:13])([F:14])[F:1])=[CH:9][CH:8]=2)=[O:12])[CH2:21][CH2:20]1)=[O:27]. The catalyst class is: 2. (6) Reactant: [Cl:1][C:2]1[N:6]([CH3:7])[N:5]=[C:4]([CH3:8])[C:3]=1[CH:9]=[O:10].C(=O)([O-])[O-].[K+].[K+].[Cl:17]Cl. Product: [Cl:1][C:2]1[N:6]([CH3:7])[N:5]=[C:4]([CH3:8])[C:3]=1[C:9]([Cl:17])=[O:10]. The catalyst class is: 159. (7) Reactant: C(O[BH-](OC(=O)C)OC(=O)C)(=O)C.[Na+].[CH3:15][CH:16]1[CH2:21][CH2:20][N:19]([C:22]([C:24]2[CH:32]=[CH:31][C:30]3[N:29]([CH2:33][C:34]4[CH:39]=[CH:38][C:37]([S:40][CH3:41])=[CH:36][CH:35]=4)[C:28]4[CH2:42][CH2:43][NH:44][CH2:45][C:27]=4[C:26]=3[CH:25]=2)=[O:23])[CH2:18][CH2:17]1.[C:46]1(=O)[CH2:50][CH2:49][CH2:48][CH2:47]1. Product: [CH:46]1([N:44]2[CH2:43][CH2:42][C:28]3[N:29]([CH2:33][C:34]4[CH:35]=[CH:36][C:37]([S:40][CH3:41])=[CH:38][CH:39]=4)[C:30]4[CH:31]=[CH:32][C:24]([C:22]([N:19]5[CH2:18][CH2:17][CH:16]([CH3:15])[CH2:21][CH2:20]5)=[O:23])=[CH:25][C:26]=4[C:27]=3[CH2:45]2)[CH2:50][CH2:49][CH2:48][CH2:47]1. The catalyst class is: 4. (8) Reactant: [OH:1][CH2:2][C:3]1([CH2:15][OH:16])[CH2:9][CH2:8][S:7][C:6]2[CH:10]=[CH:11][CH:12]=[CH:13][C:5]=2[C:4]1=[O:14].C(N(CC)CC)C.[C:24]1([N:34]=[C:35]=[S:36])[C:33]2[C:28](=[CH:29][CH:30]=[CH:31][CH:32]=2)[CH:27]=[CH:26][CH:25]=1. Product: [OH:16][CH2:15][C:3]1([CH2:2][O:1][C:35](=[S:36])[NH:34][C:24]2[C:33]3[C:28](=[CH:29][CH:30]=[CH:31][CH:32]=3)[CH:27]=[CH:26][CH:25]=2)[CH2:9][CH2:8][S:7][C:6]2[CH:10]=[CH:11][CH:12]=[CH:13][C:5]=2[C:4]1=[O:14]. The catalyst class is: 7. (9) Product: [CH3:1][C:2]1[N:7]=[CH:6][N:5]=[C:4]([N:8]2[CH2:17][CH2:16][C:11](=[O:12])[CH2:10][CH2:9]2)[CH:3]=1. Reactant: [CH3:1][C:2]1[N:7]=[CH:6][N:5]=[C:4]([N:8]2[CH2:17][CH2:16][C:11]3(OCC[O:12]3)[CH2:10][CH2:9]2)[CH:3]=1.Cl.C([O-])(O)=O.[Na+]. The catalyst class is: 21. (10) Reactant: [CH2:1]([C:3]1[CH:31]=[CH:30][C:6]([C:7]([N:9]2[CH2:14][CH2:13][C:12]3([O:19][C:18]4[CH:20]=[C:21]([C:24]([OH:26])=O)[CH:22]=[CH:23][C:17]=4[N:16]4[CH:27]=[CH:28][CH:29]=[C:15]34)[CH2:11][CH2:10]2)=[O:8])=[CH:5][C:4]=1[O:32][CH3:33])[CH3:2].[CH3:34][N:35](C(ON1N=NC2C=CC=NC1=2)=[N+](C)C)C.F[P-](F)(F)(F)(F)F.Cl.CN.CCN(C(C)C)C(C)C. Product: [CH2:1]([C:3]1[CH:31]=[CH:30][C:6]([C:7]([N:9]2[CH2:14][CH2:13][C:12]3([O:19][C:18]4[CH:20]=[C:21]([C:24]([NH:35][CH3:34])=[O:26])[CH:22]=[CH:23][C:17]=4[N:16]4[CH:27]=[CH:28][CH:29]=[C:15]34)[CH2:11][CH2:10]2)=[O:8])=[CH:5][C:4]=1[O:32][CH3:33])[CH3:2]. The catalyst class is: 3.